This data is from Peptide-MHC class II binding affinity with 134,281 pairs from IEDB. The task is: Regression. Given a peptide amino acid sequence and an MHC pseudo amino acid sequence, predict their binding affinity value. This is MHC class II binding data. (1) The peptide sequence is NHVIQSVRRLYPKIF. The MHC is H-2-IAb with pseudo-sequence H-2-IAb. The binding affinity (normalized) is 0.0678. (2) The peptide sequence is NSGGGVEGIGLQYLG. The MHC is HLA-DQA10201-DQB10303 with pseudo-sequence HLA-DQA10201-DQB10303. The binding affinity (normalized) is 0.365. (3) The peptide sequence is SQDLEYSWNLNGLQAY. The MHC is HLA-DQA10301-DQB10302 with pseudo-sequence HLA-DQA10301-DQB10302. The binding affinity (normalized) is 0.533. (4) The peptide sequence is DSNIMNSINNVMDEIDFFEK. The MHC is HLA-DPA10201-DPB10101 with pseudo-sequence HLA-DPA10201-DPB10101. The binding affinity (normalized) is 0.328. (5) The peptide sequence is ASNPNYLAILVKYVD. The MHC is DRB4_0101 with pseudo-sequence DRB4_0103. The binding affinity (normalized) is 0.339.